Task: Predict the reactants needed to synthesize the given product.. Dataset: Full USPTO retrosynthesis dataset with 1.9M reactions from patents (1976-2016) (1) Given the product [CH2:22]([O:21][CH:4]([O:3][CH2:1][CH3:2])[C:5]1[O:13][C:12]2[C:11]([C:14]3[CH:15]=[C:16]([NH:17][S:30]([C:24]4[CH:29]=[CH:28][CH:27]=[CH:26][CH:25]=4)(=[O:32])=[O:31])[CH:18]=[CH:19][CH:20]=3)=[CH:10][N:9]=[CH:8][C:7]=2[CH:6]=1)[CH3:23], predict the reactants needed to synthesize it. The reactants are: [CH2:1]([O:3][CH:4]([O:21][CH2:22][CH3:23])[C:5]1[O:13][C:12]2[C:11]([C:14]3[CH:15]=[C:16]([CH:18]=[CH:19][CH:20]=3)[NH2:17])=[CH:10][N:9]=[CH:8][C:7]=2[CH:6]=1)[CH3:2].[C:24]1([S:30](Cl)(=[O:32])=[O:31])[CH:29]=[CH:28][CH:27]=[CH:26][CH:25]=1. (2) Given the product [CH3:37][O:38][C:39]1[C:40]2[O:51][C:50]3[CH:49]=[CH:48][CH:47]=[CH:46][C:45]=3[C:41]=2[CH:42]=[CH:43][CH:44]=1, predict the reactants needed to synthesize it. The reactants are: C(Br)Br.C1(C2C=CC=CC=2)C(O)=CC=CC=1.C([Si](CC)(CC)C1C2OC3C=CC=CC=3C=2C=CC=1)C.[CH3:37][O:38][C:39]1[CH:44]=[CH:43][CH:42]=[C:41]([C:45]2[CH:50]=[CH:49][CH:48]=[CH:47][CH:46]=2)[C:40]=1[OH:51].COC1C=C(C2C=CC=CC=2O)C=CC=1. (3) The reactants are: [CH2:1]([N:3]([CH2:19][CH3:20])[CH2:4][CH2:5][N:6]1[CH2:11][CH2:10][C:9]2[NH:12][C:13]([CH:16]=O)=[C:14]([CH3:15])[C:8]=2[C:7]1=[O:18])[CH3:2].N1C=C[C:24]([C:27]2[CH:35]=[CH:34][CH:33]=[C:32]3[C:28]=2[CH2:29][C:30](=[O:36])[NH:31]3)=CC=1. Given the product [CH2:1]([N:3]([CH2:19][CH3:20])[CH2:4][CH2:5][N:6]1[CH2:11][CH2:10][C:9]2[NH:12][C:13]([CH:16]=[C:29]3[C:28]4[C:32](=[CH:33][CH:34]=[CH:35][C:27]=4[CH3:24])[NH:31][C:30]3=[O:36])=[C:14]([CH3:15])[C:8]=2[C:7]1=[O:18])[CH3:2].[CH3:15][C:14]1[C:8]2[C:7](=[O:18])[NH:6][CH2:11][CH2:10][C:9]=2[NH:12][C:13]=1[CH:16]=[C:29]1[C:28]2[C:32](=[CH:33][CH:34]=[CH:35][C:27]=2[CH3:24])[NH:31][C:30]1=[O:36], predict the reactants needed to synthesize it. (4) Given the product [CH2:18]([C@H:25]1[CH2:29][O:28][C:27](=[O:30])[N:26]1[C:6](=[O:8])[CH2:5][O:4][CH:1]([CH3:2])[CH3:3])[C:19]1[CH:20]=[CH:21][CH:22]=[CH:23][CH:24]=1, predict the reactants needed to synthesize it. The reactants are: [CH:1]([O:4][CH2:5][C:6]([OH:8])=O)([CH3:3])[CH3:2].CC(C)(C)C(Cl)=O.[Cl-].[Li+].[CH2:18]([C@H:25]1[CH2:29][O:28][C:27](=[O:30])[NH:26]1)[C:19]1[CH:24]=[CH:23][CH:22]=[CH:21][CH:20]=1.